This data is from NCI-60 drug combinations with 297,098 pairs across 59 cell lines. The task is: Regression. Given two drug SMILES strings and cell line genomic features, predict the synergy score measuring deviation from expected non-interaction effect. (1) Drug 1: C1=NC(=NC(=O)N1C2C(C(C(O2)CO)O)O)N. Drug 2: C1CN(CCN1C(=O)CCBr)C(=O)CCBr. Cell line: SN12C. Synergy scores: CSS=14.0, Synergy_ZIP=-5.70, Synergy_Bliss=1.71, Synergy_Loewe=-4.62, Synergy_HSA=-1.86. (2) Drug 1: CCCS(=O)(=O)NC1=C(C(=C(C=C1)F)C(=O)C2=CNC3=C2C=C(C=N3)C4=CC=C(C=C4)Cl)F. Drug 2: CCCCCOC(=O)NC1=NC(=O)N(C=C1F)C2C(C(C(O2)C)O)O. Cell line: HS 578T. Synergy scores: CSS=1.77, Synergy_ZIP=2.20, Synergy_Bliss=4.79, Synergy_Loewe=-2.76, Synergy_HSA=-1.76.